From a dataset of Retrosynthesis with 50K atom-mapped reactions and 10 reaction types from USPTO. Predict the reactants needed to synthesize the given product. (1) Given the product CC(C)(C)OC(=O)N1[C@H](C(=O)NCc2cccc(Cl)c2F)C[C@@H]2CCCC[C@@H]21, predict the reactants needed to synthesize it. The reactants are: CC(C)(C)OC(=O)N1[C@H](C(=O)O)C[C@@H]2CCCC[C@@H]21.NCc1cccc(Cl)c1F. (2) Given the product Cc1ccc(F)cc1N1CCN(c2cc(Cl)c(C(=O)NCCCN3CCCC3=O)cc2N)CC1, predict the reactants needed to synthesize it. The reactants are: Cc1ccc(F)cc1N1CCN(c2cc(Cl)c(C(=O)NCCCN3CCCC3=O)cc2[N+](=O)[O-])CC1. (3) Given the product CCn1c(=O)c2c(nc(/C=C/c3ccc(C(=O)O)cc3OC)n2C)n(CC)c1=O, predict the reactants needed to synthesize it. The reactants are: CCn1c(=O)c2c(nc(/C=C/c3ccc(C(=O)OC)cc3OC)n2C)n(CC)c1=O. (4) Given the product Nc1ccc(C(=O)N2CCC[C@@H]3c4ccccc4C[C@@H]32)cc1, predict the reactants needed to synthesize it. The reactants are: Nc1ccc(C(=O)O)cc1.c1ccc2c(c1)C[C@@H]1NCCC[C@H]21. (5) Given the product Cc1cc(O)c(F)c(NC(=O)c2cc(-c3cccc(F)c3)ccc2F)c1F, predict the reactants needed to synthesize it. The reactants are: Cc1cc(O)c(F)c(N)c1F.O=C(O)c1cc(-c2cccc(F)c2)ccc1F. (6) Given the product CC(C)Nc1ccc(F)c(F)c1F, predict the reactants needed to synthesize it. The reactants are: CC(C)=O.Nc1ccc(F)c(F)c1F.